From a dataset of Full USPTO retrosynthesis dataset with 1.9M reactions from patents (1976-2016). Predict the reactants needed to synthesize the given product. (1) Given the product [NH2:24][CH:21]1[CH2:22][CH2:23][N:18]([C:12]2[CH:13]=[C:14]([CH2:15][CH2:16][CH3:17])[C:8]3[C:4]4[N:5]=[CH:6][N:7]=[C:2]([NH2:1])[C:3]=4[S:10][C:9]=3[N:11]=2)[CH2:19][CH2:20]1, predict the reactants needed to synthesize it. The reactants are: [NH2:1][C:2]1[C:3]2[S:10][C:9]3[N:11]=[C:12]([N:18]4[CH2:23][CH2:22][CH:21]([NH:24]C=O)[CH2:20][CH2:19]4)[CH:13]=[C:14]([CH2:15][CH2:16][CH3:17])[C:8]=3[C:4]=2[N:5]=[CH:6][N:7]=1. (2) Given the product [ClH:23].[C:1]([N:5]1[CH:9]=[CH:8][C:7]([C:10]2[N:15]=[C:14]([NH:16][C:17]3[C:18]4[N:19]([CH:24]=[CH:25][N:26]=4)[N:20]=[C:21]([C:27]4[CH:32]=[CH:31][CH:30]=[CH:29][CH:28]=4)[CH:22]=3)[CH:13]=[CH:12][CH:11]=2)=[N:6]1)([CH3:4])([CH3:3])[CH3:2], predict the reactants needed to synthesize it. The reactants are: [C:1]([N:5]1[CH:9]=[CH:8][C:7]([C:10]2[N:15]=[C:14]([NH:16][C:17]3[C:18]4[N:19]([CH:24]=[CH:25][N:26]=4)[N:20]=[C:21]([Cl:23])[CH:22]=3)[CH:13]=[CH:12][CH:11]=2)=[N:6]1)([CH3:4])([CH3:3])[CH3:2].[C:27]1(B(O)O)[CH:32]=[CH:31][CH:30]=[CH:29][CH:28]=1.CC(C1C=C(C(C)C)C(C2C=CC=CC=2P(C2CCCCC2)C2CCCCC2)=C(C(C)C)C=1)C.C([O-])([O-])=O.[K+].[K+]. (3) Given the product [Cl:14][C:15]1[N:20]=[C:19](/[CH:21]=[N:7]/[S@:5]([C:2]([CH3:4])([CH3:3])[CH3:1])=[O:6])[CH:18]=[CH:17][CH:16]=1, predict the reactants needed to synthesize it. The reactants are: [CH3:1][C:2]([S@@:5]([NH2:7])=[O:6])([CH3:4])[CH3:3].C([O-])([O-])=O.[Cs+].[Cs+].[Cl:14][C:15]1[N:20]=[C:19]([CH:21]=O)[CH:18]=[CH:17][CH:16]=1. (4) Given the product [OH:14][CH2:13][C:12]1[CH:18]=[CH:19][C:9]([NH:8][C:6](=[O:7])[O:5][C:1]([CH3:3])([CH3:2])[CH3:4])=[N:10][CH:11]=1, predict the reactants needed to synthesize it. The reactants are: [C:1]([O:5][C:6]([N:8](C(OC(C)(C)C)=O)[C:9]1[CH:19]=[CH:18][C:12]([C:13](OCC)=[O:14])=[CH:11][N:10]=1)=[O:7])([CH3:4])([CH3:3])[CH3:2].[H-].[H-].[H-].[H-].[Li+].[Al+3].O.[OH-].[Na+]. (5) Given the product [CH3:1][N:2]1[C:6]([CH2:7][O:8][C:15]2[N:20]=[C:19]([CH2:21][OH:22])[CH:18]=[CH:17][N:16]=2)=[CH:5][N:4]=[CH:3]1, predict the reactants needed to synthesize it. The reactants are: [CH3:1][N:2]1[C:6]([CH2:7][OH:8])=[CH:5][N:4]=[CH:3]1.[H-].[Na+].CS([C:15]1[N:20]=[C:19]([CH2:21][O:22]C2CCCCO2)[CH:18]=[CH:17][N:16]=1)(=O)=O.